This data is from Full USPTO retrosynthesis dataset with 1.9M reactions from patents (1976-2016). The task is: Predict the reactants needed to synthesize the given product. Given the product [C:29]([O:33][C:34]([N:36]1[CH2:40][C@@H:39]([O:27][C:20](=[O:28])[C:21]2[CH:26]=[CH:25][CH:24]=[CH:23][CH:22]=2)[CH2:38][C@H:37]1[C:42]1[O:46][N:45]=[C:44]([C:47]2[CH:52]=[CH:51][C:50]([CH2:53][CH2:54][CH2:55][CH2:56][CH2:57][CH2:58][CH2:59][CH3:60])=[CH:49][CH:48]=2)[N:43]=1)=[O:35])([CH3:32])([CH3:31])[CH3:30], predict the reactants needed to synthesize it. The reactants are: C1C=CC(P(C2C=CC=CC=2)C2C=CC=CC=2)=CC=1.[C:20]([OH:28])(=[O:27])[C:21]1[CH:26]=[CH:25][CH:24]=[CH:23][CH:22]=1.[C:29]([O:33][C:34]([N:36]1[CH2:40][C@H:39](O)[CH2:38][C@H:37]1[C:42]1[O:46][N:45]=[C:44]([C:47]2[CH:52]=[CH:51][C:50]([CH2:53][CH2:54][CH2:55][CH2:56][CH2:57][CH2:58][CH2:59][CH3:60])=[CH:49][CH:48]=2)[N:43]=1)=[O:35])([CH3:32])([CH3:31])[CH3:30].CC(OC(/N=N/C(OC(C)C)=O)=O)C.